From a dataset of Peptide-MHC class I binding affinity with 185,985 pairs from IEDB/IMGT. Regression. Given a peptide amino acid sequence and an MHC pseudo amino acid sequence, predict their binding affinity value. This is MHC class I binding data. The peptide sequence is ETGRQTALF. The MHC is Mamu-B52 with pseudo-sequence Mamu-B52. The binding affinity (normalized) is 0.391.